Dataset: Full USPTO retrosynthesis dataset with 1.9M reactions from patents (1976-2016). Task: Predict the reactants needed to synthesize the given product. (1) The reactants are: [CH3:1][C:2]1[CH:3]=[C:4]([CH:7]=[C:8]([CH3:11])[C:9]=1[OH:10])[CH:5]=O.[C:12]([NH:15][NH2:16])([NH2:14])=[NH:13].[ClH:17]. Given the product [ClH:17].[CH3:1][C:2]1[CH:3]=[C:4]([CH:7]=[C:8]([CH3:11])[C:9]=1[OH:10])[CH:5]=[N:16][NH:15][C:12]([NH2:14])=[NH:13], predict the reactants needed to synthesize it. (2) Given the product [CH3:7][S:8]([N:11]1[CH2:16][CH2:15][C:14]2[N:17]([CH2:31][CH2:32][CH2:33][OH:34])[N:18]=[C:19]([C:20]3[CH:21]=[CH:22][C:23]([C:26]([F:29])([F:27])[F:28])=[CH:24][CH:25]=3)[C:13]=2[CH2:12]1)(=[O:9])=[O:10], predict the reactants needed to synthesize it. The reactants are: C([O-])([O-])=O.[Cs+].[Cs+].[CH3:7][S:8]([N:11]1[CH2:16][CH2:15][C:14]2[NH:17][N:18]=[C:19]([C:20]3[CH:25]=[CH:24][C:23]([C:26]([F:29])([F:28])[F:27])=[CH:22][CH:21]=3)[C:13]=2[CH2:12]1)(=[O:10])=[O:9].Br[CH2:31][CH2:32][CH2:33][OH:34].CO. (3) Given the product [F:1][CH:2]([C:7]1[CH:8]=[C:9]2[C:14](=[CH:15][CH:16]=1)[N:13]=[CH:12][CH:11]=[CH:10]2)[C:3]([OH:5])=[O:4], predict the reactants needed to synthesize it. The reactants are: [F:1][CH:2]([C:7]1[CH:8]=[C:9]2[C:14](=[CH:15][CH:16]=1)[N:13]=[CH:12][CH:11]=[CH:10]2)[C:3]([O:5]C)=[O:4].[OH-].[Na+].Cl. (4) Given the product [CH:11]([C:10]1[C:2]([B:14]2[O:18][C:17]([CH3:20])([CH3:19])[C:16]([CH3:22])([CH3:21])[O:15]2)=[C:3]2[C:7](=[CH:8][CH:9]=1)[NH:6][N:5]=[CH:4]2)([CH3:13])[CH3:12], predict the reactants needed to synthesize it. The reactants are: Br[C:2]1[C:10]([CH:11]([CH3:13])[CH3:12])=[CH:9][CH:8]=[C:7]2[C:3]=1[CH:4]=[N:5][NH:6]2.[B:14]1([B:14]2[O:18][C:17]([CH3:20])([CH3:19])[C:16]([CH3:22])([CH3:21])[O:15]2)[O:18][C:17]([CH3:20])([CH3:19])[C:16]([CH3:22])([CH3:21])[O:15]1.CC([O-])=O.[K+].COC1C=CC=C(OC)C=1C1C=CC=CC=1P(C1CCCCC1)C1CCCCC1. (5) The reactants are: [O:1]=[C:2]1[CH2:10][C:9]2[C:4](=[CH:5][CH:6]=[C:7]([C:11]([OH:13])=O)[CH:8]=2)[NH:3]1.F[B-](F)(F)F.N1(OC(N(C)C)=[N+](C)C)C2C=CC=CC=2N=N1.O.ON1C2C=CC=CC=2N=N1.C(N(CC)C(C)C)(C)C.[CH2:56]([NH2:63])[C:57]1[CH:62]=[CH:61][CH:60]=[CH:59][CH:58]=1. Given the product [CH2:56]([NH:63][C:11]([C:7]1[CH:8]=[C:9]2[C:4](=[CH:5][CH:6]=1)[NH:3][C:2](=[O:1])[CH2:10]2)=[O:13])[C:57]1[CH:62]=[CH:61][CH:60]=[CH:59][CH:58]=1, predict the reactants needed to synthesize it. (6) Given the product [S:13]1[C:17]2[CH:18]=[CH:19][C:20]([CH2:22][CH2:23][O:24][CH2:27][CH2:26][C:25]([O:35][CH2:7][CH2:8][CH3:3])=[O:1])=[CH:21][C:16]=2[CH:15]=[CH:14]1, predict the reactants needed to synthesize it. The reactants are: [OH-:1].C([N+](C)(C)C)[C:3]1[CH:8]=[CH:7]C=CC=1.[S:13]1[C:17]2[CH:18]=[CH:19][C:20]([CH2:22][CH2:23][OH:24])=[CH:21][C:16]=2[CH:15]=[CH:14]1.[C:25](#N)[CH:26]=[CH2:27].Cl.S(=O)(=O)(O)O.[OH2:35].